From a dataset of Forward reaction prediction with 1.9M reactions from USPTO patents (1976-2016). Predict the product of the given reaction. (1) Given the reactants Br[C:2]1[CH:3]=[C:4]([CH:8]([OH:19])[CH2:9][CH2:10][NH:11][C:12](=[O:18])[O:13][C:14]([CH3:17])([CH3:16])[CH3:15])[CH:5]=[CH:6][CH:7]=1.[C:20]([CH:22]1[CH2:29][CH2:28][CH2:27][CH2:26][CH2:25][CH2:24][CH2:23]1)#[CH:21], predict the reaction product. The product is: [CH:22]1([C:20]#[C:21][C:2]2[CH:3]=[C:4]([CH:8]([OH:19])[CH2:9][CH2:10][NH:11][C:12](=[O:18])[O:13][C:14]([CH3:17])([CH3:16])[CH3:15])[CH:5]=[CH:6][CH:7]=2)[CH2:29][CH2:28][CH2:27][CH2:26][CH2:25][CH2:24][CH2:23]1. (2) Given the reactants [CH2:1]([C:8]1([OH:14])[CH2:13][CH2:12][NH:11][CH2:10][CH2:9]1)[C:2]1[CH:7]=[CH:6][CH:5]=[CH:4][CH:3]=1.CCN(CC)CC.Cl[C:23]([O:25][CH2:26][C:27]1[CH:32]=[CH:31][CH:30]=[CH:29][CH:28]=1)=[O:24], predict the reaction product. The product is: [CH2:1]([C:8]1([OH:14])[CH2:13][CH2:12][N:11]([C:23]([O:25][CH2:26][C:27]2[CH:32]=[CH:31][CH:30]=[CH:29][CH:28]=2)=[O:24])[CH2:10][CH2:9]1)[C:2]1[CH:3]=[CH:4][CH:5]=[CH:6][CH:7]=1. (3) The product is: [C:4](/[CH:6]=[CH:7]/[C:8]1[C:17]([O:18][CH3:19])=[C:16]2[C:11]([CH:12]=[N:13][C:14]([NH:20][CH3:21])=[N:15]2)=[C:10]([C:22]2[CH:27]=[CH:26][CH:25]=[C:24]([Cl:28])[CH:23]=2)[CH:9]=1)([OH:5])=[O:3]. Given the reactants C([O:3][C:4](/[CH:6]=[CH:7]/[C:8]1[C:17]([O:18][CH3:19])=[C:16]2[C:11]([CH:12]=[N:13][C:14]([NH:20][CH3:21])=[N:15]2)=[C:10]([C:22]2[CH:27]=[CH:26][CH:25]=[C:24]([Cl:28])[CH:23]=2)[CH:9]=1)=[O:5])C.[OH-].[Na+], predict the reaction product. (4) Given the reactants [CH2:1]([S:3]([NH:6][C:7]1[S:8][CH:9]=[C:10]([CH2:12][CH2:13][C:14]2[CH:19]=[CH:18][C:17]([CH2:20][C:21]([OH:23])=O)=[CH:16][CH:15]=2)[N:11]=1)(=[O:5])=[O:4])[CH3:2].C(N1C=CN=C1)(N1C=CN=C1)=O.[C:36]([O:40][C:41]([CH3:44])([CH3:43])[CH3:42])(=[O:39])[NH:37][NH2:38].O, predict the reaction product. The product is: [CH2:1]([S:3]([NH:6][C:7]1[S:8][CH:9]=[C:10]([CH2:12][CH2:13][C:14]2[CH:15]=[CH:16][C:17]([CH2:20][C:21]([NH:38][NH:37][C:36]([O:40][C:41]([CH3:44])([CH3:43])[CH3:42])=[O:39])=[O:23])=[CH:18][CH:19]=2)[N:11]=1)(=[O:4])=[O:5])[CH3:2].